This data is from Full USPTO retrosynthesis dataset with 1.9M reactions from patents (1976-2016). The task is: Predict the reactants needed to synthesize the given product. (1) The reactants are: [F:1][C:2]1[C:7]([O:8][CH3:9])=[CH:6][C:5]([O:10][CH3:11])=[C:4]([F:12])[C:3]=1[C:13]1[N:18]=[CH:17][C:16]2[C:19](I)=[N:20][N:21](C3CCCCO3)[C:15]=2[CH:14]=1.[CH3:29][N:30]1[CH2:34][CH2:33][CH2:32][CH:31]1[CH2:35][CH2:36][N:37]1[CH2:45][C:44]2[C:39](=[CH:40][CH:41]=[C:42](B3OC(C)(C)C(C)(C)O3)[CH:43]=2)[C:38]1=[O:55]. Given the product [F:12][C:4]1[C:5]([O:10][CH3:11])=[CH:6][C:7]([O:8][CH3:9])=[C:2]([F:1])[C:3]=1[C:13]1[N:18]=[CH:17][C:16]2[C:19]([C:42]3[CH:43]=[C:44]4[C:39](=[CH:40][CH:41]=3)[C:38](=[O:55])[N:37]([CH2:36][CH2:35][CH:31]3[CH2:32][CH2:33][CH2:34][N:30]3[CH3:29])[CH2:45]4)=[N:20][NH:21][C:15]=2[CH:14]=1, predict the reactants needed to synthesize it. (2) Given the product [Cl:27][C:22]1[CH:21]=[C:20]([S:17]([N:8]2[C:9]3[C:14](=[CH:13][C:12]([O:15][CH3:16])=[CH:11][CH:10]=3)[C:6]([S:5][CH2:4][C:3]([OH:28])=[O:2])=[CH:7]2)(=[O:19])=[O:18])[CH:25]=[CH:24][C:23]=1[Cl:26], predict the reactants needed to synthesize it. The reactants are: C[O:2][C:3](=[O:28])[CH2:4][S:5][C:6]1[C:14]2[C:9](=[CH:10][CH:11]=[C:12]([O:15][CH3:16])[CH:13]=2)[N:8]([S:17]([C:20]2[CH:25]=[CH:24][C:23]([Cl:26])=[C:22]([Cl:27])[CH:21]=2)(=[O:19])=[O:18])[CH:7]=1.[OH-].[K+].Cl. (3) The reactants are: [C:1]([C:3]1[CH:11]=[CH:10][CH:9]=[C:8]2[C:4]=1[CH:5]=[N:6][N:7]2[CH2:12][C:13]([CH3:20])([CH3:19])[C:14]([O:16][CH2:17][CH3:18])=[O:15])#[N:2].Cl.[NH2:22][OH:23].C([O-])(O)=O.[Na+]. Given the product [OH:23][NH:22][C:1](=[NH:2])[C:3]1[CH:11]=[CH:10][CH:9]=[C:8]2[C:4]=1[CH:5]=[N:6][N:7]2[CH2:12][C:13]([CH3:20])([CH3:19])[C:14]([O:16][CH2:17][CH3:18])=[O:15], predict the reactants needed to synthesize it. (4) Given the product [CH3:1][O:2][C:3]([C@@H:5]1[CH2:9][C@@H:8]([S:10]([C:13]2[CH:18]=[CH:17][C:16]([F:19])=[CH:15][C:14]=2[C:20]([F:23])([F:21])[F:22])(=[O:12])=[O:11])[CH2:7][N:6]1[C:24]1[N:38]([C:35]2[CH:34]=[CH:33][C:32]([C:31]([F:30])([F:40])[F:41])=[CH:37][CH:36]=2)[N:39]=[C:26]([CH3:27])[CH:25]=1)=[O:4], predict the reactants needed to synthesize it. The reactants are: [CH3:1][O:2][C:3]([C@@H:5]1[CH2:9][C@@H:8]([S:10]([C:13]2[CH:18]=[CH:17][C:16]([F:19])=[CH:15][C:14]=2[C:20]([F:23])([F:22])[F:21])(=[O:12])=[O:11])[CH2:7][N:6]1[C:24](=S)[CH2:25][C:26](=O)[CH3:27])=[O:4].[F:30][C:31]([F:41])([F:40])[C:32]1[CH:37]=[CH:36][C:35]([NH:38][NH2:39])=[CH:34][CH:33]=1. (5) The reactants are: [C:1]([C:3]1[O:7][C:6]([CH3:8])=[N:5][C:4]=1[CH2:9][CH2:10][C:11]1[CH:16]=[CH:15][CH:14]=[CH:13][CH:12]=1)#[N:2].[ClH:17].[H][H]. Given the product [ClH:17].[ClH:17].[NH2:2][CH2:1][C:3]1[O:7][C:6]([CH3:8])=[N:5][C:4]=1[CH2:9][CH2:10][C:11]1[CH:16]=[CH:15][CH:14]=[CH:13][CH:12]=1, predict the reactants needed to synthesize it. (6) Given the product [CH3:1][S:2][CH2:3][CH2:4][CH2:5][S:6]([NH2:10])(=[O:8])=[O:7], predict the reactants needed to synthesize it. The reactants are: [CH3:1][S:2][CH2:3][CH2:4][CH2:5][S:6](Cl)(=[O:8])=[O:7].[NH3:10]. (7) Given the product [Cl:8][C:7]1[CH:6]=[CH:5][C:4]([C:9]2[CH:10]=[N:11][N:12]([CH3:14])[CH:13]=2)=[CH:3][C:2]=1[B:15]1[O:19][C:18]([CH3:21])([CH3:20])[C:17]([CH3:23])([CH3:22])[O:16]1, predict the reactants needed to synthesize it. The reactants are: Br[C:2]1[CH:3]=[C:4]([C:9]2[CH:10]=[N:11][N:12]([CH3:14])[CH:13]=2)[CH:5]=[CH:6][C:7]=1[Cl:8].[B:15]1([B:15]2[O:19][C:18]([CH3:21])([CH3:20])[C:17]([CH3:23])([CH3:22])[O:16]2)[O:19][C:18]([CH3:21])([CH3:20])[C:17]([CH3:23])([CH3:22])[O:16]1.CC([O-])=O.[K+].